This data is from Full USPTO retrosynthesis dataset with 1.9M reactions from patents (1976-2016). The task is: Predict the reactants needed to synthesize the given product. Given the product [C:11]([O:15][C:16]([N:18]1[CH2:24][CH2:23][CH:22]([O:1][C:2]2[CH:9]=[CH:8][C:7]([I:10])=[CH:6][C:3]=2[CH:4]=[O:5])[CH:20]([OH:21])[CH2:19]1)=[O:17])([CH3:14])([CH3:12])[CH3:13], predict the reactants needed to synthesize it. The reactants are: [OH:1][C:2]1[CH:9]=[CH:8][C:7]([I:10])=[CH:6][C:3]=1[CH:4]=[O:5].[C:11]([O:15][C:16]([N:18]1[CH2:24][CH2:23][CH:22]2[CH:20]([O:21]2)[CH2:19]1)=[O:17])([CH3:14])([CH3:13])[CH3:12].Cl.